This data is from Catalyst prediction with 721,799 reactions and 888 catalyst types from USPTO. The task is: Predict which catalyst facilitates the given reaction. (1) Reactant: [CH:1]1[C:5]2=[C:6]([NH2:10])[N:7]=[CH:8][N:9]=[C:4]2[N:3]([C@@H:11]2[O:15][C@H:14]([CH2:16][OH:17])[C@@H:13]([OH:18])[C@H:12]2[OH:19])[CH:2]=1.Cl[CH2:21][CH:22]=O. Product: [OH:17][CH2:16][CH:14]1[CH:13]([OH:18])[CH:12]([OH:19])[CH:11]([N:3]2[CH:2]=[CH:1][C:5]3[C:6]4[N:7]([CH:21]=[CH:22][N:10]=4)[CH:8]=[N:9][C:4]2=3)[O:15]1. The catalyst class is: 3. (2) Reactant: Br[C:2]1[CH:3]=[C:4]([CH2:8][C:9]([P:21](=[O:30])([O:26][CH:27]([CH3:29])[CH3:28])[O:22][CH:23]([CH3:25])[CH3:24])([P:11](=[O:20])([O:16][CH:17]([CH3:19])[CH3:18])[O:12][CH:13]([CH3:15])[CH3:14])[F:10])[CH:5]=[N:6][CH:7]=1.[NH:31]1[C:39]2[C:34](=[CH:35][C:36](B(O)O)=[CH:37][CH:38]=2)[CH:33]=[N:32]1.C(=O)([O-])[O-].[K+].[K+]. Product: [NH:31]1[C:39]2[C:34](=[CH:35][C:36]([C:2]3[CH:3]=[C:4]([CH2:8][C:9]([P:11](=[O:20])([O:16][CH:17]([CH3:19])[CH3:18])[O:12][CH:13]([CH3:14])[CH3:15])([P:21](=[O:30])([O:22][CH:23]([CH3:25])[CH3:24])[O:26][CH:27]([CH3:29])[CH3:28])[F:10])[CH:5]=[N:6][CH:7]=3)=[CH:37][CH:38]=2)[CH:33]=[N:32]1. The catalyst class is: 276. (3) Reactant: [CH3:1][C:2]1[N:3]=[N:4][NH:5][N:6]=1.[Br:7][C:8]1[CH:13]=[CH:12][C:11]([CH3:14])=[CH:10][C:9]=1[CH2:15]Br.C(=O)([O-])[O-].[K+].[K+].O. Product: [Br:7][C:8]1[CH:13]=[CH:12][C:11]([CH3:14])=[CH:10][C:9]=1[CH2:15][N:4]1[N:5]=[N:6][C:2]([CH3:1])=[N:3]1. The catalyst class is: 3. (4) Reactant: Cl.[Cl:2][C:3]1[CH:4]=[C:5]([N:9]2[C:13]([CH2:14][NH2:15])=[CH:12][C:11]([C:16]([F:19])([F:18])[F:17])=[N:10]2)[CH:6]=[CH:7][CH:8]=1.[F:20][C:21]1[CH:22]=[C:23]([NH:32][C:33](=O)[O:34]C2C=CC=CC=2)[CH:24]=[CH:25][C:26]=1[N:27]1[CH2:30][CH:29]([OH:31])[CH2:28]1. Product: [Cl:2][C:3]1[CH:4]=[C:5]([N:9]2[C:13]([CH2:14][NH:15][C:33]([NH:32][C:23]3[CH:24]=[CH:25][C:26]([N:27]4[CH2:28][CH:29]([OH:31])[CH2:30]4)=[C:21]([F:20])[CH:22]=3)=[O:34])=[CH:12][C:11]([C:16]([F:17])([F:18])[F:19])=[N:10]2)[CH:6]=[CH:7][CH:8]=1. The catalyst class is: 34. (5) Reactant: [I:1][C:2]1[CH:3]=[C:4]([O:8][CH2:9][CH2:10][O:11]C2CCCCO2)[N:5]=[N:6][CH:7]=1.C1(C)C=CC(S([O-])(=O)=O)=CC=1.[NH+]1C=CC=CC=1. Product: [I:1][C:2]1[CH:3]=[C:4]([O:8][CH2:9][CH2:10][OH:11])[N:5]=[N:6][CH:7]=1. The catalyst class is: 5. (6) Product: [CH3:17][CH:16]([CH3:18])[CH2:15][C@H:14]([NH:13][C:8](=[O:9])[C:7]1[CH:11]=[CH:12][C:4]([N+:1]([O-:3])=[O:2])=[CH:5][CH:6]=1)[C:19]([O:21][CH:22]1[CH2:23][CH2:24][CH2:25][CH2:26]1)=[O:20]. Reactant: [N+:1]([C:4]1[CH:12]=[CH:11][C:7]([C:8](Cl)=[O:9])=[CH:6][CH:5]=1)([O-:3])=[O:2].[NH2:13][C@H:14]([C:19]([O:21][CH:22]1[CH2:26][CH2:25][CH2:24][CH2:23]1)=[O:20])[CH2:15][CH:16]([CH3:18])[CH3:17].C(N(C(C)C)CC)(C)C.C([O-])(O)=O.[Na+]. The catalyst class is: 2.